Predict the product of the given reaction. From a dataset of Forward reaction prediction with 1.9M reactions from USPTO patents (1976-2016). Given the reactants [O:1]1[C:10]2[C:5](=[CH:6][CH:7]=[CH:8][CH:9]=2)[CH2:4][CH2:3][CH:2]1[C:11](O)=[O:12].C1COCC1.O.C([O-])([O-])=O.[K+].[K+], predict the reaction product. The product is: [O:1]1[C:10]2[C:5](=[CH:6][CH:7]=[CH:8][CH:9]=2)[CH2:4][CH2:3][CH:2]1[CH2:11][OH:12].